From a dataset of Peptide-MHC class II binding affinity with 134,281 pairs from IEDB. Regression. Given a peptide amino acid sequence and an MHC pseudo amino acid sequence, predict their binding affinity value. This is MHC class II binding data. (1) The binding affinity (normalized) is 0.226. The peptide sequence is TLWQRPFVTIKIGGQLKEAL. The MHC is DRB1_0401 with pseudo-sequence DRB1_0401. (2) The MHC is DRB1_1101 with pseudo-sequence DRB1_1101. The binding affinity (normalized) is 0.205. The peptide sequence is EICPAVKRDVDLFLTGT.